Dataset: Catalyst prediction with 721,799 reactions and 888 catalyst types from USPTO. Task: Predict which catalyst facilitates the given reaction. (1) Reactant: Cl[C:2]1[C:3]2[C:4](=[CH:13][N:14](CC3C=CC(OC)=CC=3)[N:15]=2)[N:5]=[C:6]([C:8]2[S:9][CH:10]=[CH:11][CH:12]=2)[N:7]=1.[NH2:25][C:26]1[CH:27]=[C:28]([S:32]([N:35]([CH3:37])[CH3:36])(=[O:34])=[O:33])[CH:29]=[CH:30][CH:31]=1.Cl. Product: [CH3:36][N:35]([CH3:37])[S:32]([C:28]1[CH:29]=[CH:30][CH:31]=[C:26]([NH:25][C:2]2[C:3]3[NH:15][N:14]=[CH:13][C:4]=3[N:5]=[C:6]([C:8]3[S:9][CH:10]=[CH:11][CH:12]=3)[N:7]=2)[CH:27]=1)(=[O:33])=[O:34]. The catalyst class is: 71. (2) Reactant: [C:1](=[O:4])([OH:3])O.[I:5][C:6]1[CH:7]=[C:8]([CH:14]=[CH:15][CH:16]=1)[CH2:9][NH:10][C:11]([NH2:13])=[NH:12].[OH-].[Na+].[C:19]([O:23][C:24](O[C:24]([O:23][C:19]([CH3:22])([CH3:21])[CH3:20])=[O:25])=[O:25])([CH3:22])([CH3:21])[CH3:20]. Product: [C:1]([NH:12][C:11]([NH:13][C:24]([O:23][C:19]([CH3:22])([CH3:20])[CH3:21])=[O:25])=[N:10][CH2:9][C:8]1[CH:14]=[CH:15][CH:16]=[C:6]([I:5])[CH:7]=1)([O:3][C:8]([CH3:14])([CH3:9])[CH3:7])=[O:4]. The catalyst class is: 283. (3) Reactant: [C:1]([Si:3]([CH3:6])([CH3:5])[CH3:4])#[CH:2].C([Li])CCC.[F:12][C:13]1[CH:18]=[CH:17][C:16]([N:19]=[C:20]=[S:21])=[CH:15][CH:14]=1.[CH:22]1([CH2:28]Br)[CH2:27][CH2:26][CH2:25][CH2:24][CH2:23]1. Product: [F:12][C:13]1[CH:18]=[CH:17][C:16]([N:19]=[C:20]([S:21][CH2:28][CH:22]2[CH2:27][CH2:26][CH2:25][CH2:24][CH2:23]2)[CH2:2][CH2:1][Si:3]([CH3:6])([CH3:5])[CH3:4])=[CH:15][CH:14]=1. The catalyst class is: 134. (4) Reactant: [Cl:1][C:2]1[N:11]=[CH:10][CH:9]=[C:8]([C:12]#[N:13])[C:3]=1[C:4]([O:6][CH3:7])=[O:5]. Product: [NH2:13][CH2:12][C:8]1[C:3]([C:4]([O:6][CH3:7])=[O:5])=[C:2]([Cl:1])[N:11]=[CH:10][CH:9]=1. The catalyst class is: 465. (5) Reactant: [CH:1]1([C@@H:4]([NH:9][C:10]2[C:22]3[C:21]4[CH:20]=[CH:19][C:18]([C:23]#[C:24][Si](C)(C)C)=[CH:17][C:16]=4[NH:15][C:14]=3[C:13]([C:29]([NH2:31])=[O:30])=[CH:12][N:11]=2)[C:5]([F:8])([F:7])[F:6])[CH2:3][CH2:2]1.C(=O)([O-])[O-].[K+].[K+]. Product: [CH:1]1([C@@H:4]([NH:9][C:10]2[C:22]3[C:21]4[CH:20]=[CH:19][C:18]([C:23]#[CH:24])=[CH:17][C:16]=4[NH:15][C:14]=3[C:13]([C:29]([NH2:31])=[O:30])=[CH:12][N:11]=2)[C:5]([F:8])([F:6])[F:7])[CH2:3][CH2:2]1. The catalyst class is: 191. (6) Reactant: O.[Cl:2][C:3]1[N:4]=[C:5]([NH2:21])[C:6]2[N:7]=[CH:8][N:9]([C:19]=2[N:20]=1)[C@@H:10]1[O:18][C@H:15]([CH2:16][OH:17])[C@@H:13]([OH:14])[C@H:11]1[OH:12].CO[C:24](OC)([CH3:26])[CH3:25].O.C1(C)C=CC(S(O)(=O)=O)=CC=1. Product: [NH2:21][C:5]1[N:4]=[C:3]([Cl:2])[N:20]=[C:19]2[C:6]=1[N:7]=[CH:8][N:9]2[C@H:10]1[C@@H:11]2[O:12][C:24]([CH3:26])([CH3:25])[O:14][C@@H:13]2[C@@H:15]([CH2:16][OH:17])[O:18]1. The catalyst class is: 3. (7) Reactant: Cl.[CH:2]1([C:5]2[N:6]=[CH:7][C:8]([O:11][C@H:12]3[CH2:22][N:15]4[C:16](=[O:21])[CH2:17][CH2:18][NH:19][CH2:20][C@H:14]4[CH2:13]3)=[N:9][CH:10]=2)[CH2:4][CH2:3]1.Cl[C:24]1[CH:29]=[CH:28][C:27]([C:30]([F:33])([F:32])[F:31])=[CH:26][N:25]=1.C(=O)([O-])[O-].[Na+].[Na+]. Product: [CH:2]1([C:5]2[N:6]=[CH:7][C:8]([O:11][C@H:12]3[CH2:22][N:15]4[C:16](=[O:21])[CH2:17][CH2:18][N:19]([C:24]5[CH:29]=[CH:28][C:27]([C:30]([F:33])([F:32])[F:31])=[CH:26][N:25]=5)[CH2:20][C@H:14]4[CH2:13]3)=[N:9][CH:10]=2)[CH2:4][CH2:3]1. The catalyst class is: 148.